The task is: Predict the product of the given reaction.. This data is from Forward reaction prediction with 1.9M reactions from USPTO patents (1976-2016). (1) The product is: [Br:24][C:25]1[C:26]([O:32][C@H:33]([CH3:37])[C@H:34]([OH:36])[CH3:35])=[N:27][C:28]([NH:1][C:2]2[CH:7]=[CH:6][C:5]([S:8]([CH2:20][CH2:21][OH:22])(=[N:10][S:11]([CH2:14][CH2:15][Si:16]([CH3:18])([CH3:17])[CH3:19])(=[O:12])=[O:13])=[O:9])=[CH:4][CH:3]=2)=[N:29][CH:30]=1. Given the reactants [NH2:1][C:2]1[CH:7]=[CH:6][C:5]([S:8]([CH2:20][CH2:21][OH:22])(=[N:10][S:11]([CH2:14][CH2:15][Si:16]([CH3:19])([CH3:18])[CH3:17])(=[O:13])=[O:12])=[O:9])=[CH:4][CH:3]=1.Cl.[Br:24][C:25]1[C:26]([O:32][C@H:33]([CH3:37])[C@H:34]([OH:36])[CH3:35])=[N:27][C:28](Cl)=[N:29][CH:30]=1, predict the reaction product. (2) Given the reactants [C:1](Cl)(=[O:5])[C:2](Cl)=[O:3].C(Cl)(Cl)Cl.[F:11][C:12]1[CH:13]=[C:14]([C@H:19]2[NH:23][C@@H:22]([C:24]([OH:27])([CH3:26])[CH3:25])[CH2:21][CH2:20]2)[CH:15]=[CH:16][C:17]=1[F:18].N1C=CC=CC=1, predict the reaction product. The product is: [F:11][C:12]1[CH:13]=[C:14]([C@H:19]2[N:23]3[C@@H:22]([C:24]([CH3:25])([CH3:26])[O:27][C:1](=[O:5])[C:2]3=[O:3])[CH2:21][CH2:20]2)[CH:15]=[CH:16][C:17]=1[F:18]. (3) Given the reactants Cl[C:2](=[O:7])[C:3]([O:5][CH3:6])=[O:4].[NH2:8][C:9]1[CH:14]=[CH:13][C:12]([C@H:15]2[CH2:20][CH2:19][C@H:18]([O:21][CH2:22][CH2:23][C:24]([O:26][CH3:27])=[O:25])[CH2:17][CH2:16]2)=[CH:11][CH:10]=1.C(N(C(C)C)CC)(C)C.O, predict the reaction product. The product is: [CH3:6][O:5][C:3]([C:2]([NH:8][C:9]1[CH:10]=[CH:11][C:12]([C@H:15]2[CH2:16][CH2:17][C@H:18]([O:21][CH2:22][CH2:23][C:24]([O:26][CH3:27])=[O:25])[CH2:19][CH2:20]2)=[CH:13][CH:14]=1)=[O:7])=[O:4]. (4) Given the reactants [CH:1]([C:4]1[CH:9]=[CH:8][C:7]([C:10]2[N:11]=[CH:12][NH:13][CH:14]=2)=[CH:6][CH:5]=1)([CH3:3])[CH3:2].[C:15]([C:19]1[CH:20]=[C:21](B(O)O)[CH:22]=[CH:23][CH:24]=1)([O:17][CH3:18])=[O:16].N1C=CC=CC=1, predict the reaction product. The product is: [CH:1]([C:4]1[CH:5]=[CH:6][C:7]([C:10]2[N:11]=[CH:12][N:13]([C:23]3[CH:24]=[C:19]([CH:20]=[CH:21][CH:22]=3)[C:15]([O:17][CH3:18])=[O:16])[CH:14]=2)=[CH:8][CH:9]=1)([CH3:3])[CH3:2]. (5) Given the reactants [OH:1][C:2]1[CH:18]=[CH:17][C:5]([C:6]2[CH2:7][O:8][C:9]3[C:14]([CH:15]=2)=[CH:13][CH:12]=[C:11](O)[CH:10]=3)=[CH:4][CH:3]=1.[C:19]([C:23]1[CH:29]=[CH:28][C:26]([NH2:27])=[CH:25][CH:24]=1)([CH3:22])([CH3:21])[CH3:20].[CH2:30]=[O:31].[CH2:32](O)C, predict the reaction product. The product is: [C:19]([C:23]1[CH:24]=[CH:25][C:26]([N:27]2[CH2:32][C:12]3[CH:13]=[C:14]4[C:9](=[CH:10][C:11]=3[O:31][CH2:30]2)[O:8][CH2:7][C:6]([C:5]2[CH:17]=[CH:18][C:2]([OH:1])=[CH:3][CH:4]=2)=[CH:15]4)=[CH:28][CH:29]=1)([CH3:22])([CH3:20])[CH3:21]. (6) Given the reactants [CH:1]1([CH2:4][N:5]2[C:9]3[CH:10]=[CH:11][C:12]([C:14]([N:16]4[CH2:20][CH2:19][CH2:18][CH2:17]4)=O)=[CH:13][C:8]=3[N:7]=[C:6]2[CH2:21][C:22]2[CH:27]=[CH:26][C:25]([O:28][CH2:29][CH3:30])=[CH:24][CH:23]=2)[CH2:3][CH2:2]1.P12(SP3(SP(SP(S3)(S1)=S)(=S)S2)=S)=[S:32], predict the reaction product. The product is: [CH:1]1([CH2:4][N:5]2[C:9]3[CH:10]=[CH:11][C:12]([C:14]([N:16]4[CH2:20][CH2:19][CH2:18][CH2:17]4)=[S:32])=[CH:13][C:8]=3[N:7]=[C:6]2[CH2:21][C:22]2[CH:27]=[CH:26][C:25]([O:28][CH2:29][CH3:30])=[CH:24][CH:23]=2)[CH2:3][CH2:2]1. (7) Given the reactants N1CCCC(C(OCC)=O)C1.S(NN=[CH:24][C:25]1[CH:30]=[CH:29][CH:28]=[CH:27][CH:26]=1)([C:28]1[CH:29]=[CH:30][C:25]([CH3:24])=[CH:26][CH:27]=1)(=O)=O.C1(C=[N+]=[N-])C=CC=CC=1.[C:40]([O:44][C:45]([N:47]1[CH2:52][CH2:51][CH2:50][CH:49]([C:53]([OH:55])=[O:54])[CH2:48]1)=[O:46])([CH3:43])([CH3:42])[CH3:41], predict the reaction product. The product is: [C:40]([O:44][C:45]([N:47]1[CH2:52][CH2:51][CH2:50][CH:49]([C:53]([OH:55])=[O:54])[CH2:48]1)=[O:46])([CH3:43])([CH3:41])[CH3:42].[C:40]([O:44][C:45]([N:47]1[CH2:52][CH2:51][CH2:50][CH:49]([C:53]([O:55][CH2:24][C:25]2[CH:26]=[CH:27][CH:28]=[CH:29][CH:30]=2)=[O:54])[CH2:48]1)=[O:46])([CH3:43])([CH3:41])[CH3:42]. (8) Given the reactants [F:1][C:2]1[CH:3]=[C:4]([CH:14]([NH:16][C:17]([C:19]2[N:20]=[C:21](Cl)[O:22][CH:23]=2)=[O:18])[CH3:15])[CH:5]=[C:6]([F:13])[C:7]=1[NH:8][S:9]([CH3:12])(=[O:11])=[O:10].[Cl:25][C:26]1[CH:27]=[C:28]([OH:32])[CH:29]=[CH:30][CH:31]=1, predict the reaction product. The product is: [F:1][C:2]1[CH:3]=[C:4]([CH:14]([NH:16][C:17]([C:19]2[N:20]=[C:21]([O:32][C:28]3[CH:29]=[CH:30][CH:31]=[C:26]([Cl:25])[CH:27]=3)[O:22][CH:23]=2)=[O:18])[CH3:15])[CH:5]=[C:6]([F:13])[C:7]=1[NH:8][S:9]([CH3:12])(=[O:11])=[O:10].